This data is from Forward reaction prediction with 1.9M reactions from USPTO patents (1976-2016). The task is: Predict the product of the given reaction. Given the reactants [NH2:1][CH:2]1[C:10]2[C:5](=[CH:6][CH:7]=[CH:8][CH:9]=2)[CH:4]([C:11]([O:13][CH3:14])=[O:12])[CH2:3]1.[F:15][C:16]([F:27])([F:26])[C:17]1[CH:18]=[C:19]([CH:23]=[CH:24][CH:25]=1)[C:20](O)=[O:21].F[P-](F)(F)(F)(F)F.N1(OC(N(C)C)=[N+](C)C)C2N=CC=CC=2N=N1.CCN(C(C)C)C(C)C, predict the reaction product. The product is: [F:15][C:16]([F:26])([F:27])[C:17]1[CH:18]=[C:19]([CH:23]=[CH:24][CH:25]=1)[C:20]([NH:1][CH:2]1[C:10]2[C:5](=[CH:6][CH:7]=[CH:8][CH:9]=2)[CH:4]([C:11]([O:13][CH3:14])=[O:12])[CH2:3]1)=[O:21].